This data is from NCI-60 drug combinations with 297,098 pairs across 59 cell lines. The task is: Regression. Given two drug SMILES strings and cell line genomic features, predict the synergy score measuring deviation from expected non-interaction effect. (1) Drug 2: CCC1(CC2CC(C3=C(CCN(C2)C1)C4=CC=CC=C4N3)(C5=C(C=C6C(=C5)C78CCN9C7C(C=CC9)(C(C(C8N6C)(C(=O)OC)O)OC(=O)C)CC)OC)C(=O)OC)O.OS(=O)(=O)O. Cell line: OVCAR-8. Synergy scores: CSS=47.8, Synergy_ZIP=0.666, Synergy_Bliss=-0.0119, Synergy_Loewe=-0.0158, Synergy_HSA=2.38. Drug 1: C1=C(C(=O)NC(=O)N1)N(CCCl)CCCl. (2) Drug 1: CCCS(=O)(=O)NC1=C(C(=C(C=C1)F)C(=O)C2=CNC3=C2C=C(C=N3)C4=CC=C(C=C4)Cl)F. Drug 2: C(=O)(N)NO. Cell line: HCC-2998. Synergy scores: CSS=10.7, Synergy_ZIP=8.15, Synergy_Bliss=4.96, Synergy_Loewe=-6.98, Synergy_HSA=-5.99. (3) Drug 1: CCC1(CC2CC(C3=C(CCN(C2)C1)C4=CC=CC=C4N3)(C5=C(C=C6C(=C5)C78CCN9C7C(C=CC9)(C(C(C8N6C=O)(C(=O)OC)O)OC(=O)C)CC)OC)C(=O)OC)O.OS(=O)(=O)O. Drug 2: CCCCC(=O)OCC(=O)C1(CC(C2=C(C1)C(=C3C(=C2O)C(=O)C4=C(C3=O)C=CC=C4OC)O)OC5CC(C(C(O5)C)O)NC(=O)C(F)(F)F)O. Cell line: A498. Synergy scores: CSS=22.6, Synergy_ZIP=1.34, Synergy_Bliss=2.17, Synergy_Loewe=-0.759, Synergy_HSA=1.45. (4) Drug 1: C1=C(C(=O)NC(=O)N1)F. Drug 2: CN(CCCl)CCCl.Cl. Cell line: LOX IMVI. Synergy scores: CSS=34.5, Synergy_ZIP=-6.71, Synergy_Bliss=-8.35, Synergy_Loewe=-5.30, Synergy_HSA=-4.53.